This data is from Hepatocyte clearance measurements from AstraZeneca. The task is: Regression/Classification. Given a drug SMILES string, predict its absorption, distribution, metabolism, or excretion properties. Task type varies by dataset: regression for continuous measurements (e.g., permeability, clearance, half-life) or binary classification for categorical outcomes (e.g., BBB penetration, CYP inhibition). For this dataset (clearance_hepatocyte_az), we predict log10(clearance) (log10 of the in vitro intrinsic clearance, CLint, in uL/min per 10^6 hepatocytes; values are censored to the assay range of 3 to 150, which is 0.477 to 2.18 on this log10 scale). (1) The molecule is CCOc1cc(Nc2nc3c(cc2F)ncn3[C@@H](CO)c2ccc(F)cn2)n[nH]1. The log10(clearance) is 1.48. (2) The compound is CN(C)C(=O)C(CCN1CCC(O)(c2ccc(Cl)cc2)CC1)(c1ccccc1)c1ccccc1. The log10(clearance) is 1.96.